Dataset: Full USPTO retrosynthesis dataset with 1.9M reactions from patents (1976-2016). Task: Predict the reactants needed to synthesize the given product. Given the product [F:11][C:12]([F:14])([F:13])[CH:4]([C:3]1[CH:6]=[CH:7][C:8]([F:10])=[CH:9][C:2]=1[F:1])[OH:5], predict the reactants needed to synthesize it. The reactants are: [F:1][C:2]1[CH:9]=[C:8]([F:10])[CH:7]=[CH:6][C:3]=1[CH:4]=[O:5].[F:11][C:12]([Si](C)(C)C)([F:14])[F:13].CCCC[N+](CCCC)(CCCC)CCCC.[F-].Cl.